This data is from Catalyst prediction with 721,799 reactions and 888 catalyst types from USPTO. The task is: Predict which catalyst facilitates the given reaction. Reactant: [C:1]1([C@H:11]([NH:13][CH:14]2[CH2:19][CH2:18][CH2:17][CH:16]([C:20]3[CH:28]=[CH:27][C:23]([C:24](O)=[O:25])=[CH:22][CH:21]=3)[CH2:15]2)[CH3:12])[C:10]2[C:5](=[CH:6][CH:7]=[CH:8][CH:9]=2)[CH:4]=[CH:3][CH:2]=1.C1N=C[N:31](C(N2C=NC=C2)=O)C=1.N.CCOCC. Product: [C:1]1([C@H:11]([NH:13][CH:14]2[CH2:19][CH2:18][CH2:17][CH:16]([C:20]3[CH:28]=[CH:27][C:23]([C:24]([NH2:31])=[O:25])=[CH:22][CH:21]=3)[CH2:15]2)[CH3:12])[C:10]2[C:5](=[CH:6][CH:7]=[CH:8][CH:9]=2)[CH:4]=[CH:3][CH:2]=1. The catalyst class is: 18.